Dataset: SARS-CoV-2 main protease (3CLPro) crystallographic fragment screen with 879 compounds. Task: Binary Classification. Given a drug SMILES string, predict its activity (active/inactive) in a high-throughput screening assay against a specified biological target. The drug is CCc1noc(C)c1C(=O)Nc1cc(C)on1. The result is 0 (inactive).